Task: Regression. Given a peptide amino acid sequence and an MHC pseudo amino acid sequence, predict their binding affinity value. This is MHC class I binding data.. Dataset: Peptide-MHC class I binding affinity with 185,985 pairs from IEDB/IMGT (1) The MHC is HLA-B08:01 with pseudo-sequence HLA-B08:01. The peptide sequence is MAITIGTANI. The binding affinity (normalized) is 0.000132. (2) The peptide sequence is KNFLKQVY. The MHC is H-2-Db with pseudo-sequence H-2-Db. The binding affinity (normalized) is 0. (3) The peptide sequence is YPDPVIKV. The MHC is HLA-A03:01 with pseudo-sequence HLA-A03:01. The binding affinity (normalized) is 0.0847. (4) The peptide sequence is PEDPVEIALY. The MHC is HLA-A30:02 with pseudo-sequence HLA-A30:02. The binding affinity (normalized) is 0.365. (5) The peptide sequence is SMVKLPIFL. The MHC is HLA-C12:03 with pseudo-sequence HLA-C12:03. The binding affinity (normalized) is 0.299. (6) The peptide sequence is VVMHINSPFK. The MHC is HLA-A31:01 with pseudo-sequence HLA-A31:01. The binding affinity (normalized) is 0.555. (7) The MHC is HLA-A33:01 with pseudo-sequence HLA-A33:01. The peptide sequence is YVKSPKFSK. The binding affinity (normalized) is 0.175.